From a dataset of TCR-epitope binding with 47,182 pairs between 192 epitopes and 23,139 TCRs. Binary Classification. Given a T-cell receptor sequence (or CDR3 region) and an epitope sequence, predict whether binding occurs between them. (1) The epitope is WICLLQFAY. The TCR CDR3 sequence is CARSLSRQFFNQPQHF. Result: 1 (the TCR binds to the epitope). (2) The epitope is LEPLVDLPI. The TCR CDR3 sequence is CASSSGAGPNNEQFF. Result: 0 (the TCR does not bind to the epitope). (3) The epitope is ISPRTLNAW. The TCR CDR3 sequence is CASSPDIEQYF. Result: 0 (the TCR does not bind to the epitope). (4) The epitope is AVFDRKSDAK. The TCR CDR3 sequence is CASSLGSWGAVPYNEQFF. Result: 0 (the TCR does not bind to the epitope). (5) The TCR CDR3 sequence is CASSFIAGTEAFF. The epitope is TVYDPLQPELDSFK. Result: 0 (the TCR does not bind to the epitope). (6) The epitope is FADDLNQLTGY. The TCR CDR3 sequence is CASTALAGGNNEQFF. Result: 1 (the TCR binds to the epitope). (7) The epitope is FVDGVPFVV. The TCR CDR3 sequence is CASSSRTGNDNEQFF. Result: 1 (the TCR binds to the epitope).